From a dataset of Retrosynthesis with 50K atom-mapped reactions and 10 reaction types from USPTO. Predict the reactants needed to synthesize the given product. (1) Given the product CCOC(=O)C(COC(=O)Cc1ccc([N+](=O)[O-])c(C)c1)(C(=O)OCC)c1ccccc1, predict the reactants needed to synthesize it. The reactants are: CCOC(=O)C(CO)(C(=O)OCC)c1ccccc1.Cc1cc(CC(=O)O)ccc1[N+](=O)[O-]. (2) Given the product COCC#Cc1sc(-c2ccccc2)nc1C(=O)Nc1ccccc1-c1nc2cc(CN3CCCC3)cnc2s1, predict the reactants needed to synthesize it. The reactants are: COCC#Cc1sc(-c2ccccc2)nc1C(=O)O.Nc1ccccc1-c1nc2cc(CN3CCCC3)cnc2s1. (3) Given the product Clc1nnc(NN=Cc2ccccc2)cc1N1CCCC1, predict the reactants needed to synthesize it. The reactants are: NNc1cc(N2CCCC2)c(Cl)nn1.O=Cc1ccccc1. (4) Given the product CCCOc1ccc(C=CC(=O)N2CCN(C)CC2)cc1-c1nc2c(C)cccc2c(=O)[nH]1, predict the reactants needed to synthesize it. The reactants are: C=CC(=O)N1CCN(C)CC1.CCCOc1ccc(Br)cc1-c1nc2c(C)cccc2c(=O)[nH]1.